Dataset: Forward reaction prediction with 1.9M reactions from USPTO patents (1976-2016). Task: Predict the product of the given reaction. (1) The product is: [CH3:3][O:4][C:5]1[CH:6]=[C:7]2[C:12](=[CH:13][C:14]=1[O:15][CH3:16])[N:11]=[CH:10][N:9]=[C:8]2[N:17]1[CH2:22][CH2:21][C:20]2[NH:23][N:24]=[C:25]([CH2:26][OH:27])[C:19]=2[CH2:18]1. Given the reactants [AlH4-].[Li+].[CH3:3][O:4][C:5]1[CH:6]=[C:7]2[C:12](=[CH:13][C:14]=1[O:15][CH3:16])[N:11]=[CH:10][N:9]=[C:8]2[N:17]1[CH2:22][CH2:21][C:20]2[NH:23][N:24]=[C:25]([C:26](OCC)=[O:27])[C:19]=2[CH2:18]1.CO.ClCCl.O, predict the reaction product. (2) Given the reactants [CH3:1][O:2][C:3]1C=C2C(=C[C:12]=1C=O)[N:9](C)C(=O)C(C)(C)C2.C(N([CH2:24][CH3:25])CC)C.Cl.Cl.N[C@H]1CCCN[C@H]1C1C=CC=CC=1.C[OH:42], predict the reaction product. The product is: [CH3:12][CH2:3][O:2][C:24]([CH3:25])=[O:42].[CH3:1][OH:2].[NH4+:9].[OH-:2]. (3) Given the reactants [N:1]([CH:4]([C:6]1[C:15]([C:16]2[CH:21]=[CH:20][CH:19]=[CH:18][C:17]=2[F:22])=[C:14]2[C:9]([CH:10]=[CH:11][CH:12]=[N:13]2)=[C:8]([Cl:23])[CH:7]=1)[CH3:5])=[N+]=[N-].CP(C)C.C(OCC)(=O)C, predict the reaction product. The product is: [Cl:23][C:8]1[CH:7]=[C:6]([CH:4]([NH2:1])[CH3:5])[C:15]([C:16]2[CH:21]=[CH:20][CH:19]=[CH:18][C:17]=2[F:22])=[C:14]2[C:9]=1[CH:10]=[CH:11][CH:12]=[N:13]2. (4) Given the reactants [Cl:1][C:2]1[CH:3]=[CH:4][C:5]([O:18][CH3:19])=[C:6]([C:8]([C:11]2[CH:16]=[CH:15][CH:14]=[CH:13][C:12]=2F)=[N:9][OH:10])[CH:7]=1.CC(C)([O-])C.[K+], predict the reaction product. The product is: [Cl:1][C:2]1[CH:3]=[CH:4][C:5]([O:18][CH3:19])=[C:6]([C:8]2[C:11]3[CH:16]=[CH:15][CH:14]=[CH:13][C:12]=3[O:10][N:9]=2)[CH:7]=1. (5) The product is: [Cl:11][C:10]1[N:12]=[C:13]([O:7][CH3:6])[N:15]=[C:16]([O:4][CH3:1])[N:9]=1. Given the reactants [C:1](=[O:4])([O-])O.[Na+].[CH3:6][OH:7].O.[N:9]1[C:16](Cl)=[N:15][C:13](Cl)=[N:12][C:10]=1[Cl:11], predict the reaction product. (6) Given the reactants [CH3:1][C:2]1([CH3:33])[O:6]/[C:5](=[C:7]2/[C:8](=[O:26])[NH:9][C:10]3[C:15]/2=[CH:14][CH:13]=[C:12]([S:16][C:17]2[CH:25]=[CH:24][CH:23]=[CH:22][C:18]=2[C:19](O)=[O:20])[CH:11]=3)/[CH:4]=[C:3]1[N:27]1[CH2:32][CH2:31][O:30][CH2:29][CH2:28]1.CN.C1COCC1.[CH3:41][N:42](C(ON1N=NC2C=CC=CC1=2)=[N+](C)C)C.F[P-](F)(F)(F)(F)F.CCN(C(C)C)C(C)C, predict the reaction product. The product is: [CH3:33][C:2]1([CH3:1])[O:6]/[C:5](=[C:7]2/[C:8](=[O:26])[NH:9][C:10]3[C:15]/2=[CH:14][CH:13]=[C:12]([S:16][C:17]2[CH:25]=[CH:24][CH:23]=[CH:22][C:18]=2[C:19]([NH:42][CH3:41])=[O:20])[CH:11]=3)/[CH:4]=[C:3]1[N:27]1[CH2:32][CH2:31][O:30][CH2:29][CH2:28]1. (7) Given the reactants [CH3:1][C@H:2]1[CH2:85]O[C@@:5]2(O[C@H:8]3[C@@H:10](O)[C@H:11]4[C@@H:16]5[CH2:17][CH2:18][C@H:19]6[CH2:24][C@@H:23]([O:25][C@@H]7O[C@H](CO)[C@H](O[C@@H]8O[C@H](CO)C(O)[C@H](O[C@@H]9OC[C@@H](O)[C@H](O)[C@H]9O)[C@H]8O[C@@H]8O[C@H](CO)[C@H](O)[C@H](O[C@@H]9O[C@H](CO)[C@@H](O)[C@H](O)[C@H]9O)[C@H]8O)[C@H](O)[C@H]7O)[C@H:22](O)[CH2:21][C@:20]6([CH3:80])[C@H:15]5[CH2:14][CH2:13][C@:12]4([CH3:81])[C@H:7]3[C@@H:6]2[CH3:83])[CH2:4][CH2:3]1.C1(=O)OC(=O)C=C1.C(N1CCCC1=O)=C, predict the reaction product. The product is: [CH3:85][CH:2]([CH2:3][CH2:4][CH2:5][C@H:6]([C@@H:7]1[C@:12]2([CH3:81])[C@H:11]([C@H:16]3[C@H:15]([CH2:14][CH2:13]2)[C@:20]2([CH3:80])[C:19]([CH2:24][C@H:23]([CH2:22][CH2:21]2)[OH:25])=[CH:18][CH2:17]3)[CH2:10][CH2:8]1)[CH3:83])[CH3:1]. (8) Given the reactants [CH3:1][O:2][C:3]1[CH:4]=[C:5]([N:12]2[CH2:17][CH2:16][C:15](=O)[CH2:14][CH2:13]2)[CH:6]=[CH:7][C:8]=1[N+:9]([O-:11])=[O:10].Cl.[F:20][C:21]1([F:27])[CH2:26][CH2:25][CH2:24][NH:23][CH2:22]1.C(O)(=O)C.C(N(CC)CC)C.C(O[BH-](OC(=O)C)OC(=O)C)(=O)C.[Na+], predict the reaction product. The product is: [F:20][C:21]1([F:27])[CH2:26][CH2:25][CH2:24][N:23]([CH:15]2[CH2:16][CH2:17][N:12]([C:5]3[CH:6]=[CH:7][C:8]([N+:9]([O-:11])=[O:10])=[C:3]([O:2][CH3:1])[CH:4]=3)[CH2:13][CH2:14]2)[CH2:22]1. (9) Given the reactants C(OC([N:8]1[CH2:13][CH:12]2[CH2:14][CH:9]1[CH2:10][N:11]2[C:15]1[CH:20]=[C:19]([C:21]2[CH:26]=[CH:25][N:24]=[C:23]([NH:27][CH:28]([C:30]3[CH:35]=[CH:34][CH:33]=[CH:32][CH:31]=3)[CH3:29])[CH:22]=2)[N:18]=[C:17]([S:36][CH3:37])[N:16]=1)=O)(C)(C)C.CO.Cl, predict the reaction product. The product is: [C@H:12]12[CH2:14][C@H:9]([NH:8][CH2:13]1)[CH2:10][N:11]2[C:15]1[N:16]=[C:17]([S:36][CH3:37])[N:18]=[C:19]([C:21]2[CH:26]=[CH:25][N:24]=[C:23]([NH:27][C@H:28]([C:30]3[CH:35]=[CH:34][CH:33]=[CH:32][CH:31]=3)[CH3:29])[CH:22]=2)[CH:20]=1.